Dataset: HIV replication inhibition screening data with 41,000+ compounds from the AIDS Antiviral Screen. Task: Binary Classification. Given a drug SMILES string, predict its activity (active/inactive) in a high-throughput screening assay against a specified biological target. (1) The compound is CCn1cc(C(=O)O)c(=O)c2cc(F)c(-n3cccc3)cc21. The result is 0 (inactive). (2) The compound is Cc1ccc(-c2sc(-c3ccc(C)cc3)c3c2C2CCC3C2)cc1. The result is 0 (inactive). (3) The compound is O=C(Nc1cc2c(oc1=O)CCCCCC2)c1cnccn1. The result is 0 (inactive). (4) The drug is CCNc1ccccc1S(=O)(=O)c1ccccc1[N+](=O)[O-]. The result is 1 (active). (5) The compound is Cc1n[nH]c(=O)n1-n1cccc1. The result is 0 (inactive). (6) The result is 0 (inactive). The drug is NC(=O)NN=CC(C=NNC(N)=O)[N+](=O)[O-]. (7) The molecule is CC(C1CCC2C3CCC4C(=O)C(NC(=O)c5ccccc5)=CCC4(C)C3CCC21C)N(C)C. The result is 0 (inactive). (8) The compound is O=C(O)c1ccc(C=Cc2ccc(N=Nc3c(O)cc(O)cc3C(=O)O)cc2C(=O)O)cc1.[NaH]. The result is 0 (inactive). (9) The compound is CCCc1cc(=O)oc2c(C=O)c(O)cc(O)c12. The result is 0 (inactive).